Dataset: Catalyst prediction with 721,799 reactions and 888 catalyst types from USPTO. Task: Predict which catalyst facilitates the given reaction. (1) Reactant: Cl[CH2:2][C:3]([NH:5][C:6]1[N:38]=[C:9]2[C:10]([C:28]3[CH:33]=[CH:32][CH:31]=[C:30]([C:34]([F:37])([F:36])[F:35])[CH:29]=3)=[C:11]([CH3:27])[C:12]([C:14]3[N:15]([C:19]4[CH:24]=[CH:23][C:22]([C:25]#[N:26])=[CH:21][CH:20]=4)[N:16]=[CH:17][CH:18]=3)=[CH:13][N:8]2[N:7]=1)=[O:4].C([O-])([O-])=O.[K+].[K+].[CH3:45][N:46]1[CH2:51][CH2:50][NH:49][CH2:48][CH2:47]1. Product: [C:25]([C:22]1[CH:23]=[CH:24][C:19]([N:15]2[C:14]([C:12]3[C:11]([CH3:27])=[C:10]([C:28]4[CH:33]=[CH:32][CH:31]=[C:30]([C:34]([F:37])([F:36])[F:35])[CH:29]=4)[C:9]4[N:8]([N:7]=[C:6]([NH:5][C:3](=[O:4])[CH2:2][N:49]5[CH2:50][CH2:51][N:46]([CH3:45])[CH2:47][CH2:48]5)[N:38]=4)[CH:13]=3)=[CH:18][CH:17]=[N:16]2)=[CH:20][CH:21]=1)#[N:26]. The catalyst class is: 3. (2) Reactant: [NH:1]1[CH2:6][CH2:5][CH:4]([O:7][C:8](=[O:19])[NH:9][C:10]2[CH:15]=[CH:14][C:13]([CH:16]([CH3:18])[CH3:17])=[CH:12][CH:11]=2)[CH2:3][CH2:2]1.[NH2:20][C:21]1[C:26]([CH:27]=O)=[C:25](Cl)[N:24]=[CH:23][N:22]=1.CCN(C(C)C)C(C)C.Cl.[CH3:40][O:41][NH2:42]. Product: [NH2:20][C:21]1[N:22]=[CH:23][N:24]=[C:25]([N:1]2[CH2:2][CH2:3][CH:4]([O:7][C:8](=[O:19])[NH:9][C:10]3[CH:15]=[CH:14][C:13]([CH:16]([CH3:17])[CH3:18])=[CH:12][CH:11]=3)[CH2:5][CH2:6]2)[C:26]=1[CH:27]=[N:42][O:41][CH3:40]. The catalyst class is: 16. (3) Reactant: [C:30]1(P([C:22]2[C:31]3[C:26](=[CH:27][CH:28]=[CH:29][CH:30]=3)[CH:25]=[CH:24][CH:23]=2)[C:30]2[C:31]3[C:26](=[CH:25][CH:24]=[CH:23][CH:22]=3)[CH:27]=[CH:28][CH:29]=2)[C:31]2[C:26](=[CH:25][CH:24]=[CH:23][CH:22]=2)[CH:27]=[CH:28][CH:29]=1.[Br:32][CH2:33]C(OCCCCBr)=O.P([O-])([O-])([O-])=O.[K+].[K+].[K+].C1(B(O)[OH:57])C=CC=CC=1.C1[CH2:63][O:62]CC1. Product: [Br:32][CH2:33][CH2:27][CH2:28][CH2:29][CH:30]([C:31]1[CH:22]=[CH:23][CH:24]=[CH:25][CH:26]=1)[C:63]([OH:62])=[O:57]. The catalyst class is: 713. (4) The catalyst class is: 3. Reactant: [C:1]([O:4][C@H:5]1[C@H:10]([O:11][C:12](=[O:14])[CH3:13])[CH2:9][C@H:8]([C:15]2[CH:20]=[CH:19][N:18]=[CH:17][C:16]=2[NH2:21])[O:7][C@@H:6]1[CH2:22][O:23][S:24]([C:27]1[CH:33]=[CH:32][C:30]([CH3:31])=[CH:29][CH:28]=1)(=[O:26])=[O:25])(=[O:3])[CH3:2].[F:34][C:35]1[CH:40]=[CH:39][CH:38]=[C:37]([F:41])[C:36]=1[C:42]1[N:47]=[C:46]([C:48]([OH:50])=[O:49])[CH:45]=[CH:44][C:43]=1[F:51].CCN=C=NCCCN(C)C.C1C=NC2N(O)N=NC=2C=1. Product: [C:1]([O:4][C@H:5]1[C@H:10]([O:11][C:12](=[O:14])[CH3:13])[CH2:9][C@H:8]([C:15]2[CH:20]=[CH:19][N:18]=[CH:17][C:16]=2[NH:21][C:48](=[O:49])[C:46]2[CH:45]=[CH:44][C:43]([F:51])=[C:42]([C:36]3[C:35]([F:34])=[CH:40][CH:39]=[CH:38][C:37]=3[F:41])[N:47]=2)[O:7][C@@H:6]1[CH2:22][O:23][S:24]([C:27]1[CH:33]=[CH:32][C:30]([CH3:31])=[CH:29][CH:28]=1)(=[O:25])=[O:26])(=[O:3])[CH3:2].[C:1]([O:4][C@H:5]1[CH2:10][CH2:9][C@H:8]([C:15]2[CH:20]=[CH:19][N:18]=[CH:17][C:16]=2[NH:21][C:48](=[O:50])[C:46]2[CH:45]=[CH:44][C:43]([F:51])=[C:42]([C:36]3[C:37]([F:41])=[CH:38][CH:39]=[CH:40][C:35]=3[F:34])[N:47]=2)[O:7][C@@H:6]1[CH2:22][O:23][S:24]([C:27]1[CH:33]=[CH:32][C:30]([CH3:31])=[CH:29][CH:28]=1)(=[O:26])=[O:25])(=[O:3])[CH3:2]. (5) Reactant: C([O:4][C@@H:5]([CH3:38])/[CH:6]=[CH:7]\[C:8]([NH:10][C@H:11]1[C@@H:16]([CH3:17])[O:15][C@@H:14]([CH2:18]/[CH:19]=[C:20](\[CH3:36])/[CH:21]=[CH:22]/[C@@H:23]2[CH2:30][C@@:27]3([O:29][CH2:28]3)[CH2:26][C@@H:25]([CH2:31][C:32]([O:34][CH3:35])=[O:33])[O:24]2)[C@@H:13]([CH3:37])[CH2:12]1)=[O:9])(=O)C.C(=O)([O-])[O-].[K+].[K+]. Product: [OH:4][C@@H:5]([CH3:38])/[CH:6]=[CH:7]\[C:8]([NH:10][C@H:11]1[C@@H:16]([CH3:17])[O:15][C@@H:14]([CH2:18]/[CH:19]=[C:20](\[CH3:36])/[CH:21]=[CH:22]/[C@@H:23]2[CH2:30][C@@:27]3([O:29][CH2:28]3)[CH2:26][C@@H:25]([CH2:31][C:32]([O:34][CH3:35])=[O:33])[O:24]2)[C@@H:13]([CH3:37])[CH2:12]1)=[O:9]. The catalyst class is: 5. (6) Reactant: [Cl-].[CH3:2][O:3][CH2:4][P+](C1C=CC=CC=1)(C1C=CC=CC=1)C1C=CC=CC=1.CC(C)([O-])C.[Na+].[O:30]=[C:31]1[NH:36][CH:35]([CH:37]=O)[CH2:34][CH2:33][CH2:32]1. Product: [CH3:2][O:3][CH:4]=[CH:37][CH:35]1[NH:36][C:31](=[O:30])[CH2:32][CH2:33][CH2:34]1. The catalyst class is: 48.